From a dataset of Peptide-MHC class II binding affinity with 134,281 pairs from IEDB. Regression. Given a peptide amino acid sequence and an MHC pseudo amino acid sequence, predict their binding affinity value. This is MHC class II binding data. (1) The binding affinity (normalized) is 0.529. The MHC is DRB1_0901 with pseudo-sequence DRB1_0901. The peptide sequence is KKLVGGVVLLGAMLVGQ. (2) The peptide sequence is QKHIEDRLSLNHILH. The MHC is DRB1_0101 with pseudo-sequence DRB1_0101. The binding affinity (normalized) is 0.699. (3) The peptide sequence is QVTIAGAKLRSLNLG. The MHC is DRB5_0101 with pseudo-sequence DRB5_0101. The binding affinity (normalized) is 0.467.